The task is: Regression. Given two drug SMILES strings and cell line genomic features, predict the synergy score measuring deviation from expected non-interaction effect.. This data is from NCI-60 drug combinations with 297,098 pairs across 59 cell lines. (1) Drug 1: CC(C1=C(C=CC(=C1Cl)F)Cl)OC2=C(N=CC(=C2)C3=CN(N=C3)C4CCNCC4)N. Drug 2: CC=C1C(=O)NC(C(=O)OC2CC(=O)NC(C(=O)NC(CSSCCC=C2)C(=O)N1)C(C)C)C(C)C. Cell line: NCI-H460. Synergy scores: CSS=35.8, Synergy_ZIP=-3.02, Synergy_Bliss=-6.07, Synergy_Loewe=-21.7, Synergy_HSA=-5.39. (2) Drug 1: C1=NC2=C(N=C(N=C2N1C3C(C(C(O3)CO)O)O)F)N. Drug 2: CCC(=C(C1=CC=CC=C1)C2=CC=C(C=C2)OCCN(C)C)C3=CC=CC=C3.C(C(=O)O)C(CC(=O)O)(C(=O)O)O. Cell line: NCI-H522. Synergy scores: CSS=7.50, Synergy_ZIP=-6.93, Synergy_Bliss=-0.908, Synergy_Loewe=-0.189, Synergy_HSA=0.294.